This data is from Reaction yield outcomes from USPTO patents with 853,638 reactions. The task is: Predict the reaction yield, written as a fraction of the theoretical maximum amount of product (1.0 means a 100% yield; for example, 0.34 means a 34% yield). (1) The reactants are [O-]CC.[Na+].[C:5]([CH2:7][C:8]([NH2:10])=[O:9])#[N:6].[N:11]1([CH2:17][C:18]#[C:19][C:20](=O)[CH3:21])[CH2:16][CH2:15][O:14][CH2:13][CH2:12]1.Cl. The catalyst is CCO. The product is [CH3:21][C:20]1[NH:10][C:8](=[O:9])[C:7]([C:5]#[N:6])=[C:18]([CH2:17][N:11]2[CH2:16][CH2:15][O:14][CH2:13][CH2:12]2)[CH:19]=1. The yield is 0.323. (2) The reactants are C[CH:2]1[CH2:7][CH2:6][CH2:5][CH2:4][N:3]1[CH2:8][C:9]1[CH:14]=[CH:13][C:12]([F:15])=[C:11]([F:16])[CH:10]=1.B.[CH2:18]1[CH2:22]O[CH2:20][CH2:19]1.CO. The catalyst is C1COCC1. The product is [C:18]1([CH:22]([NH:3][CH2:2][CH2:7][CH:6]2[CH2:7][CH2:2][N:3]([CH2:8][C:9]3[CH:14]=[CH:13][C:12]([F:15])=[C:11]([F:16])[CH:10]=3)[CH2:4][CH2:5]2)[C:11]2[CH:10]=[CH:9][CH:14]=[CH:13][CH:12]=2)[CH:4]=[CH:5][CH:6]=[CH:20][CH:19]=1. The yield is 0.900. (3) The reactants are [CH2:1]([N:8]([CH2:14][C:15]1[CH:20]=[CH:19][CH:18]=[CH:17][CH:16]=1)[CH2:9][C:10]([CH3:13])([OH:12])[CH3:11])[C:2]1[CH:7]=[CH:6][CH:5]=[CH:4][CH:3]=1.[N+](=[CH:23][C:24]([O:26][CH2:27][CH3:28])=[O:25])=[N-]. The catalyst is ClC(Cl)C.CC([O-])=O.CC([O-])=O.CC([O-])=O.CC([O-])=O.[Rh+2].[Rh+2]. The product is [CH2:27]([O:26][C:24](=[O:25])[CH2:23][O:12][C:10]([CH3:13])([CH3:11])[CH2:9][N:8]([CH2:1][C:2]1[CH:3]=[CH:4][CH:5]=[CH:6][CH:7]=1)[CH2:14][C:15]1[CH:16]=[CH:17][CH:18]=[CH:19][CH:20]=1)[CH3:28]. The yield is 0.130. (4) The reactants are [C:1]([O:5][C:6]([N:8]1[CH2:13][CH2:12][CH:11]([NH:14][NH:15][C:16](OC(C)(C)C)=O)[CH2:10][CH2:9]1)=[O:7])([CH3:4])([CH3:3])[CH3:2].C(N(C(C)C)CC)(C)C.[Cl:32][C:33]1[C:38](C=O)=[C:37](Cl)[N:36]=[CH:35][N:34]=1.C1(C)C=CC=CC=1. The catalyst is O1CCCC1.ClCCl. The product is [C:1]([O:5][C:6]([N:8]1[CH2:9][CH2:10][CH:11]([N:14]2[C:37]3=[N:36][CH:35]=[N:34][C:33]([Cl:32])=[C:38]3[CH:16]=[N:15]2)[CH2:12][CH2:13]1)=[O:7])([CH3:2])([CH3:3])[CH3:4]. The yield is 0.700. (5) The reactants are [CH2:1]([C:8]1([CH2:14][OH:15])[CH2:13][CH2:12][CH2:11][CH2:10][CH2:9]1)[C:2]1[CH:7]=[CH:6][CH:5]=[CH:4][CH:3]=1.[C:16](Cl)(Cl)=[O:17].Cl.[NH2:21][C@H:22]([CH:36]([OH:48])[C:37](=[O:47])[NH:38][C@@H:39]([C:41]1[CH:46]=[CH:45][CH:44]=[CH:43][CH:42]=1)[CH3:40])[CH2:23][CH2:24][CH2:25][CH2:26][NH:27][C:28]([N:30]1[CH2:35][CH2:34][O:33][CH2:32][CH2:31]1)=[O:29].C(N(CC)CC)C. The catalyst is O1CCCC1.C1(C)C=CC=CC=1.CO. The product is [OH:48][CH:36]([C@@H:22]([NH:21][C:16](=[O:17])[O:15][CH2:14][C:8]1([CH2:1][C:2]2[CH:7]=[CH:6][CH:5]=[CH:4][CH:3]=2)[CH2:13][CH2:12][CH2:11][CH2:10][CH2:9]1)[CH2:23][CH2:24][CH2:25][CH2:26][NH:27][C:28]([N:30]1[CH2:35][CH2:34][O:33][CH2:32][CH2:31]1)=[O:29])[C:37](=[O:47])[NH:38][C@@H:39]([C:41]1[CH:46]=[CH:45][CH:44]=[CH:43][CH:42]=1)[CH3:40]. The yield is 0.570. (6) The reactants are [NH:1]1[CH:5]=[C:4]([C:6]2[C:7]3[CH:14]=[CH:13][N:12]([CH2:15][O:16][CH2:17][CH2:18][Si:19]([CH3:22])([CH3:21])[CH3:20])[C:8]=3[N:9]=[CH:10][N:11]=2)[CH:3]=[N:2]1.[C:23](/[CH:25]=[CH:26]/[C:27]1([CH2:32][NH:33][C:34](=[O:40])[O:35][C:36]([CH3:39])([CH3:38])[CH3:37])[CH2:31][CH2:30][CH2:29][CH2:28]1)#[N:24].C(/C=C\C1(CNC(=O)OC(C)(C)C)CCCC1)#N.C1CCN2C(=NCCC2)CC1. The catalyst is C(#N)C. The product is [C:23]([CH2:25][CH:26]([C:27]1([CH2:32][NH:33][C:34](=[O:40])[O:35][C:36]([CH3:38])([CH3:37])[CH3:39])[CH2:31][CH2:30][CH2:29][CH2:28]1)[N:1]1[CH:5]=[C:4]([C:6]2[C:7]3[CH:14]=[CH:13][N:12]([CH2:15][O:16][CH2:17][CH2:18][Si:19]([CH3:22])([CH3:21])[CH3:20])[C:8]=3[N:9]=[CH:10][N:11]=2)[CH:3]=[N:2]1)#[N:24]. The yield is 0.550. (7) The reactants are [F:1][C:2]1[CH:3]=[C:4]([C@@H:10]([NH:12][C:13](=[O:19])[O:14][C:15]([CH3:18])([CH3:17])[CH3:16])[CH3:11])[CH:5]=[CH:6][C:7]=1[CH:8]=O.Cl.Cl.[CH3:22][N:23]1[CH2:28][CH2:27][NH:26][CH2:25][C:24]1([CH3:30])[CH3:29].C(O[BH-](OC(=O)C)OC(=O)C)(=O)C.[Na+].CO.C(Cl)Cl. The catalyst is C1COCC1. The product is [F:1][C:2]1[CH:3]=[C:4]([C@@H:10]([NH:12][C:13](=[O:19])[O:14][C:15]([CH3:18])([CH3:17])[CH3:16])[CH3:11])[CH:5]=[CH:6][C:7]=1[CH2:8][N:26]1[CH2:27][CH2:28][N:23]([CH3:22])[C:24]([CH3:30])([CH3:29])[CH2:25]1. The yield is 0.490. (8) The reactants are C(OC1C(OC(=O)C)=C([I:11])C=CC=1)(=O)C.II.[C:18]([O:22][C:23]([N:25]([C:39]([O:41][C:42]([CH3:45])([CH3:44])[CH3:43])=[O:40])[C:26]1[CH:30]=[C:29]([CH3:31])[N:28]([C:32]([O:34][C:35]([CH3:38])([CH3:37])[CH3:36])=[O:33])[N:27]=1)=[O:24])([CH3:21])([CH3:20])[CH3:19]. The catalyst is C(Cl)Cl. The product is [C:42]([O:41][C:39]([N:25]([C:23]([O:22][C:18]([CH3:21])([CH3:19])[CH3:20])=[O:24])[C:26]1[C:30]([I:11])=[C:29]([CH3:31])[N:28]([C:32]([O:34][C:35]([CH3:36])([CH3:38])[CH3:37])=[O:33])[N:27]=1)=[O:40])([CH3:45])([CH3:44])[CH3:43]. The yield is 0.910. (9) The yield is 0.900. The reactants are [F:1][CH:2]([F:14])[CH2:3][O:4][C:5]1[CH:10]=[CH:9][CH:8]=[CH:7][C:6]=1[N+:11]([O-])=O.C(O)C.[H][H]. The product is [F:1][CH:2]([F:14])[CH2:3][O:4][C:5]1[CH:10]=[CH:9][CH:8]=[CH:7][C:6]=1[NH2:11]. The catalyst is [Pd].C(OCC)(=O)C. (10) The reactants are [CH:1]([NH:4][C:5]([C:7]1[N:8]([CH3:34])[C:9]([CH2:22][NH:23][S:24]([C:27]2[CH:32]=[CH:31][C:30]([CH3:33])=[CH:29][CH:28]=2)(=[O:26])=[O:25])=[CH:10][C:11](=[O:21])[C:12]=1[O:13]CC1C=CC=CC=1)=[O:6])([CH3:3])[CH3:2].C1(S(C(N)C2N(C)C(C(O)=O)=C(O)C(=O)C=2)(=O)=O)C=CC=CC=1. No catalyst specified. The product is [CH:1]([NH:4][C:5]([C:7]1[N:8]([CH3:34])[C:9]([CH2:22][NH:23][S:24]([C:27]2[CH:32]=[CH:31][C:30]([CH3:33])=[CH:29][CH:28]=2)(=[O:25])=[O:26])=[CH:10][C:11](=[O:21])[C:12]=1[OH:13])=[O:6])([CH3:3])[CH3:2]. The yield is 0.833.